This data is from Reaction yield outcomes from USPTO patents with 853,638 reactions. The task is: Predict the reaction yield, written as a fraction of the theoretical maximum amount of product (1.0 means a 100% yield; for example, 0.34 means a 34% yield). (1) The reactants are [O:1]=[C:2]1[CH2:10][C:9]2[C:4](=[CH:5][CH:6]=[C:7]([C:11]([OH:13])=O)[CH:8]=2)[NH:3]1.[CH2:14]1[C@H:23]2[C@H:18]([CH2:19][CH2:20][C:21]3[CH:27]=[CH:26][CH:25]=[CH:24][C:22]=32)[NH:17][CH2:16][CH2:15]1.F[P-](F)(F)(F)(F)F.N1(OC(N(C)C)=[N+](C)C)C2N=CC=CC=2N=N1. No catalyst specified. The product is [CH2:14]1[C@H:23]2[C@H:18]([CH2:19][CH2:20][C:21]3[CH:27]=[CH:26][CH:25]=[CH:24][C:22]=32)[N:17]([C:11]([C:7]2[CH:8]=[C:9]3[C:4](=[CH:5][CH:6]=2)[NH:3][C:2](=[O:1])[CH2:10]3)=[O:13])[CH2:16][CH2:15]1. The yield is 0.250. (2) The reactants are [NH2:1][C:2]1[N:7]=[CH:6][N:5]=[C:4]([NH:8][C@H:9]([C:11]2[N:16]([C:17]3[CH:22]=[CH:21][CH:20]=[CH:19][CH:18]=3)[C:15](=[O:23])[C:14]3=[C:24]([CH3:27])[CH:25]=[CH:26][N:13]3[N:12]=2)[CH3:10])[C:3]=1Br.[F:29][C:30]1[CH:35]=[CH:34][C:33]([S:36]([NH:39][C:40]2[CH:45]=[C:44](B3OC(C)(C)C(C)(C)O3)[CH:43]=[C:42]([OH:55])[CH:41]=2)(=[O:38])=[O:37])=[CH:32][CH:31]=1.C(=O)([O-])[O-].[Cs+].[Cs+]. No catalyst specified. The product is [NH2:1][C:2]1[C:3]([C:44]2[CH:45]=[C:40]([NH:39][S:36]([C:33]3[CH:34]=[CH:35][C:30]([F:29])=[CH:31][CH:32]=3)(=[O:38])=[O:37])[CH:41]=[C:42]([OH:55])[CH:43]=2)=[C:4]([NH:8][C@H:9]([C:11]2[N:16]([C:17]3[CH:22]=[CH:21][CH:20]=[CH:19][CH:18]=3)[C:15](=[O:23])[C:14]3=[C:24]([CH3:27])[CH:25]=[CH:26][N:13]3[N:12]=2)[CH3:10])[N:5]=[CH:6][N:7]=1. The yield is 0.560. (3) The reactants are [CH3:1][O:2][CH2:3][C@H:4]1[CH2:9][CH2:8][C@H:7]([O:10][C:11]2[CH:18]=[CH:17][CH:16]=[C:15]([N+:19]([O-])=O)[C:12]=2[C:13]#[N:14])[CH2:6][CH2:5]1. The catalyst is CCO.[Pd]. The product is [NH2:19][C:15]1[CH:16]=[CH:17][CH:18]=[C:11]([O:10][C@H:7]2[CH2:8][CH2:9][C@H:4]([CH2:3][O:2][CH3:1])[CH2:5][CH2:6]2)[C:12]=1[C:13]#[N:14]. The yield is 0.690. (4) The reactants are Cl[CH2:2][C:3]1[CH:4]=[C:5]([F:12])[C:6]2[O:10][CH2:9][O:8][C:7]=2[CH:11]=1.[C-:13]#[N:14].[Na+].O. The yield is 0.700. The catalyst is CS(C)=O. The product is [F:12][C:5]1[C:6]2[O:10][CH2:9][O:8][C:7]=2[CH:11]=[C:3]([CH2:2][C:13]#[N:14])[CH:4]=1. (5) The reactants are [NH2:1][C@@H:2]1[C:10]2[C:5](=[CH:6][CH:7]=[CH:8][CH:9]=2)[CH2:4][C@H:3]1[OH:11].[C:12]1(=O)[O:17][C:15](=[O:16])[C:14]2=[CH:18][CH:19]=[CH:20][CH:21]=[C:13]12.C(N(CC)C(C)C)(C)C. The catalyst is C1(C)C=CC=CC=1. The product is [OH:11][C@@H:3]1[CH2:4][C:5]2[C:10](=[CH:9][CH:8]=[CH:7][CH:6]=2)[C@H:2]1[N:1]1[C:15](=[O:16])[C:14]2[C:13](=[CH:21][CH:20]=[CH:19][CH:18]=2)[C:12]1=[O:17]. The yield is 0.970.